Task: Regression. Given two drug SMILES strings and cell line genomic features, predict the synergy score measuring deviation from expected non-interaction effect.. Dataset: NCI-60 drug combinations with 297,098 pairs across 59 cell lines (1) Synergy scores: CSS=28.7, Synergy_ZIP=-8.30, Synergy_Bliss=-3.86, Synergy_Loewe=-4.69, Synergy_HSA=-2.25. Cell line: UACC-257. Drug 2: CC1=C(C(=O)C2=C(C1=O)N3CC4C(C3(C2COC(=O)N)OC)N4)N. Drug 1: CCC1=CC2CC(C3=C(CN(C2)C1)C4=CC=CC=C4N3)(C5=C(C=C6C(=C5)C78CCN9C7C(C=CC9)(C(C(C8N6C)(C(=O)OC)O)OC(=O)C)CC)OC)C(=O)OC.C(C(C(=O)O)O)(C(=O)O)O. (2) Drug 2: CC1=C(C(=O)C2=C(C1=O)N3CC4C(C3(C2COC(=O)N)OC)N4)N. Synergy scores: CSS=72.7, Synergy_ZIP=-0.148, Synergy_Bliss=-1.78, Synergy_Loewe=-1.69, Synergy_HSA=-0.776. Drug 1: CC1C(C(CC(O1)OC2CC(OC(C2O)C)OC3=CC4=CC5=C(C(=O)C(C(C5)C(C(=O)C(C(C)O)O)OC)OC6CC(C(C(O6)C)O)OC7CC(C(C(O7)C)O)OC8CC(C(C(O8)C)O)(C)O)C(=C4C(=C3C)O)O)O)O. Cell line: KM12. (3) Drug 1: C1C(C(OC1N2C=NC(=NC2=O)N)CO)O. Drug 2: COCCOC1=C(C=C2C(=C1)C(=NC=N2)NC3=CC=CC(=C3)C#C)OCCOC.Cl. Cell line: UO-31. Synergy scores: CSS=16.9, Synergy_ZIP=2.24, Synergy_Bliss=-1.81, Synergy_Loewe=0.760, Synergy_HSA=3.32. (4) Drug 2: COC1=NC(=NC2=C1N=CN2C3C(C(C(O3)CO)O)O)N. Synergy scores: CSS=5.14, Synergy_ZIP=-1.59, Synergy_Bliss=4.33, Synergy_Loewe=-7.38, Synergy_HSA=1.56. Cell line: HOP-92. Drug 1: C1C(C(OC1N2C=C(C(=O)NC2=O)F)CO)O. (5) Drug 1: C1=CC(=C2C(=C1NCCNCCO)C(=O)C3=C(C=CC(=C3C2=O)O)O)NCCNCCO. Drug 2: CCN(CC)CCNC(=O)C1=C(NC(=C1C)C=C2C3=C(C=CC(=C3)F)NC2=O)C. Cell line: UACC-257. Synergy scores: CSS=3.05, Synergy_ZIP=-1.35, Synergy_Bliss=0.644, Synergy_Loewe=-3.29, Synergy_HSA=-0.665.